This data is from Catalyst prediction with 721,799 reactions and 888 catalyst types from USPTO. The task is: Predict which catalyst facilitates the given reaction. Reactant: C[Si]([C:5]#[C:6][C:7]1[CH:8]=[CH:9][C:10]2[N:11]([N:13]=[CH:14][N:15]=2)[CH:12]=1)(C)C.C(=O)([O-])[O-].[K+].[K+]. Product: [C:6]([C:7]1[CH:8]=[CH:9][C:10]2[N:11]([N:13]=[CH:14][N:15]=2)[CH:12]=1)#[CH:5]. The catalyst class is: 5.